This data is from Forward reaction prediction with 1.9M reactions from USPTO patents (1976-2016). The task is: Predict the product of the given reaction. (1) Given the reactants [NH2:1][C:2]1[N:7]=[C:6]([C:8]2[CH:13]=[CH:12][CH:11]=[CH:10][C:9]=2[OH:14])[CH:5]=[C:4]([C:15]2[CH:20]=[CH:19][CH:18]=[C:17]([NH2:21])[CH:16]=2)[C:3]=1[CH2:22][OH:23].N1C=CC=CC=1.[Cl:30][CH2:31][CH2:32][C:33](Cl)=[O:34], predict the reaction product. The product is: [NH2:1][C:2]1[C:3]([CH2:22][OH:23])=[C:4]([C:15]2[CH:16]=[C:17]([NH:21][C:33](=[O:34])[CH2:32][CH2:31][Cl:30])[CH:18]=[CH:19][CH:20]=2)[CH:5]=[C:6]([C:8]2[CH:13]=[CH:12][CH:11]=[CH:10][C:9]=2[OH:14])[N:7]=1. (2) Given the reactants [NH:1]1CC(=O)N[C:2]1=[O:3].[NH2:8][C@@H:9]([C:14]([OH:16])=[O:15])[C@@H:10]([CH2:12][CH3:13])[CH3:11].N1CC(=O)NC1=O.N[C@H](C(O)=O)[C@@H](CC)C, predict the reaction product. The product is: [C:2]([NH:8][C@@H:9]([C:14]([OH:16])=[O:15])[C@@H:10]([CH2:12][CH3:13])[CH3:11])(=[O:3])[NH2:1]. (3) Given the reactants [OH:1][C:2]1[CH:9]=[C:8]([Br:10])[CH:7]=[CH:6][C:3]=1[CH:4]=O.[NH2:11][C:12]1[CH:17]=[CH:16][CH:15]=[CH:14][CH:13]=1, predict the reaction product. The product is: [Br:10][C:8]1[CH:7]=[CH:6][C:3](/[CH:4]=[N:11]/[C:12]2[CH:17]=[CH:16][CH:15]=[CH:14][CH:13]=2)=[C:2]([OH:1])[CH:9]=1. (4) Given the reactants [C:1]([C:3]1[CH:4]=[C:5]([F:42])[C:6]([NH:29][CH:30]([C:37]([CH3:41])([CH3:40])[CH2:38][CH3:39])[CH2:31][C:32]([O:34]CC)=[O:33])=[N:7][C:8]=1[C:9]1[C:17]2[C:12](=[N:13][CH:14]=[C:15]([F:18])[CH:16]=2)[N:11](S(C2C=CC(C)=CC=2)(=O)=O)[CH:10]=1)#[N:2].[Li+].[OH-].O.C(OCC)(=O)C, predict the reaction product. The product is: [C:1]([C:3]1[CH:4]=[C:5]([F:42])[C:6]([NH:29][CH:30]([C:37]([CH3:41])([CH3:40])[CH2:38][CH3:39])[CH2:31][C:32]([OH:34])=[O:33])=[N:7][C:8]=1[C:9]1[C:17]2[C:12](=[N:13][CH:14]=[C:15]([F:18])[CH:16]=2)[NH:11][CH:10]=1)#[N:2]. (5) Given the reactants Cl.[CH2:2]1[C:7]2([CH2:12][CH2:11][CH2:10][NH:9][CH2:8]2)[CH2:6][CH2:5][CH2:4][N:3]1[CH2:13][C@@H:14]([C:16]1[CH:25]=[CH:24][C:19]2[C:20](=[O:23])[O:21][CH2:22][C:18]=2[C:17]=1[CH3:26])[OH:15].[CH3:27][S:28]([C:31]1[CH:39]=[CH:38][C:34]([C:35](O)=[O:36])=[CH:33][N:32]=1)(=[O:30])=[O:29], predict the reaction product. The product is: [OH:15][C@H:14]([C:16]1[C:17]([CH3:26])=[C:18]2[C:19](=[CH:24][CH:25]=1)[C:20](=[O:23])[O:21][CH2:22]2)[CH2:13][N:3]1[CH2:4][CH2:5][CH2:6][C:7]2([CH2:12][CH2:11][CH2:10][N:9]([C:35](=[O:36])[C:34]3[CH:38]=[CH:39][C:31]([S:28]([CH3:27])(=[O:30])=[O:29])=[N:32][CH:33]=3)[CH2:8]2)[CH2:2]1. (6) Given the reactants [NH2:1][C:2]1[C:7]([NH:8][C:9]([C@@H:11]2[CH2:15][C@H:14]([CH3:16])[CH2:13][N:12]2[C:17](OC(C)(C)C)=[O:18])=O)=[CH:6][C:5]([Br:24])=[CH:4][N:3]=1.[CH3:25]C(O)=O, predict the reaction product. The product is: [Br:24][C:5]1[CH:6]=[C:7]2[N:8]=[C:9]([CH:11]3[CH2:15][C@H:14]([CH3:16])[CH2:13][N:12]3[C:17](=[O:18])[CH3:25])[NH:1][C:2]2=[N:3][CH:4]=1. (7) Given the reactants [CH:1]1([C:4]2[N:5]=[C:6]([C:9]3[CH:18]=[C:17](O)[C:16]4[C:11](=[C:12]([CH3:22])[C:13]([O:20][CH3:21])=[CH:14][CH:15]=4)[N:10]=3)[S:7][CH:8]=2)[CH2:3][CH2:2]1.O=P(Cl)(Cl)[Cl:25], predict the reaction product. The product is: [Cl:25][C:17]1[C:16]2[C:11](=[C:12]([CH3:22])[C:13]([O:20][CH3:21])=[CH:14][CH:15]=2)[N:10]=[C:9]([C:6]2[S:7][CH:8]=[C:4]([CH:1]3[CH2:3][CH2:2]3)[N:5]=2)[CH:18]=1.